Dataset: Catalyst prediction with 721,799 reactions and 888 catalyst types from USPTO. Task: Predict which catalyst facilitates the given reaction. (1) Reactant: [C:1]([O:5][C:6](=[O:31])[NH:7][C@H:8]1[CH2:13][CH2:12][CH2:11][N:10]([C:14]2[N:22]([CH2:23][CH:24]=[C:25]([CH3:27])[CH3:26])[C:21]3[C:20](=[O:28])[NH:19][CH:18]=[N:17][C:16]=3[C:15]=2[C:29]#[N:30])[CH2:9]1)([CH3:4])([CH3:3])[CH3:2].Cl[CH2:33][C:34]1[N:43]=[CH:42][C:41]2[C:36](=[CH:37][CH:38]=[CH:39][CH:40]=2)[N:35]=1.C(=O)([O-])[O-].[K+].[K+]. Product: [C:1]([O:5][C:6](=[O:31])[NH:7][C@H:8]1[CH2:13][CH2:12][CH2:11][N:10]([C:14]2[N:22]([CH2:23][CH:24]=[C:25]([CH3:26])[CH3:27])[C:21]3[C:20](=[O:28])[N:19]([CH2:33][C:34]4[N:43]=[CH:42][C:41]5[C:36](=[CH:37][CH:38]=[CH:39][CH:40]=5)[N:35]=4)[CH:18]=[N:17][C:16]=3[C:15]=2[C:29]#[N:30])[CH2:9]1)([CH3:2])([CH3:3])[CH3:4]. The catalyst class is: 3. (2) Reactant: [C:1]([O:5][C:6](=[O:14])[NH:7][C:8]1[S:9][C:10](Br)=[CH:11][N:12]=1)([CH3:4])([CH3:3])[CH3:2].[C:15]([Si:17]([CH3:20])([CH3:19])[CH3:18])#[CH:16].C(N(C(C)C)CC)(C)C. Product: [C:1]([O:5][C:6](=[O:14])[NH:7][C:8]1[S:9][C:10]([C:16]#[C:15][Si:17]([CH3:20])([CH3:19])[CH3:18])=[CH:11][N:12]=1)([CH3:4])([CH3:3])[CH3:2]. The catalyst class is: 441. (3) Reactant: [C:1](Cl)(=[O:4])[CH:2]=[CH2:3].Cl.[CH3:7][O:8][C:9]1[CH:14]=[CH:13][CH:12]=[CH:11][C:10]=1[N:15]1[CH2:20][CH2:19][NH:18][CH2:17][CH2:16]1.C(N(CC)CC)C.Cl. Product: [CH3:7][O:8][C:9]1[CH:14]=[CH:13][CH:12]=[CH:11][C:10]=1[N:15]1[CH2:20][CH2:19][N:18]([C:1](=[O:4])[CH:2]=[CH2:3])[CH2:17][CH2:16]1. The catalyst class is: 4.